From a dataset of Forward reaction prediction with 1.9M reactions from USPTO patents (1976-2016). Predict the product of the given reaction. Given the reactants [Cl:1][C:2]1[CH:7]=[CH:6][C:5]([N:8]2[CH2:13][CH2:12][NH:11][CH2:10][CH:9]2[CH2:14][C:15]2[CH:20]=[CH:19][CH:18]=[CH:17][CH:16]=2)=[CH:4][CH:3]=1.C(O)(=O)[C@@H](C(C(O)=O)O)O.C([O-])(=O)C(C(C([O-])=O)O)O, predict the reaction product. The product is: [Cl:1][C:2]1[CH:3]=[CH:4][C:5]([N:8]2[CH2:13][CH2:12][NH:11][CH2:10][C@H:9]2[CH2:14][C:15]2[CH:16]=[CH:17][CH:18]=[CH:19][CH:20]=2)=[CH:6][CH:7]=1.